Dataset: TCR-epitope binding with 47,182 pairs between 192 epitopes and 23,139 TCRs. Task: Binary Classification. Given a T-cell receptor sequence (or CDR3 region) and an epitope sequence, predict whether binding occurs between them. (1) The epitope is TPINLVRDL. The TCR CDR3 sequence is CASSFSGANTGELFF. Result: 1 (the TCR binds to the epitope). (2) The epitope is LLWNGPMAV. The TCR CDR3 sequence is CASTGTGGFSYNEQFF. Result: 1 (the TCR binds to the epitope). (3) The epitope is RPRGEVRFL. The TCR CDR3 sequence is CASRPQGRDQPQHF. Result: 1 (the TCR binds to the epitope). (4) The epitope is PKYVKQNTLKLAT. The TCR CDR3 sequence is CAWSLEADTQYF. Result: 1 (the TCR binds to the epitope). (5) The epitope is GTSGSPIVNR. The TCR CDR3 sequence is CATSDLAGINDNEQFF. Result: 0 (the TCR does not bind to the epitope). (6) The epitope is FPPTSFGPL. The TCR CDR3 sequence is CASSQETRDEQFF. Result: 1 (the TCR binds to the epitope). (7) Result: 0 (the TCR does not bind to the epitope). The epitope is SEISMDNSPNL. The TCR CDR3 sequence is CASSLVPKGLAGPNEQFF.